Dataset: Full USPTO retrosynthesis dataset with 1.9M reactions from patents (1976-2016). Task: Predict the reactants needed to synthesize the given product. (1) Given the product [C:1]([O:5][C:6](=[O:17])[NH:7][C@H:8]([C:11]1[CH:16]=[CH:15][CH:14]=[CH:13][CH:12]=1)[CH2:9][N:22]1[C:18](=[O:28])[C:19]2[C:20](=[CH:24][CH:25]=[CH:26][CH:27]=2)[C:21]1=[O:23])([CH3:4])([CH3:3])[CH3:2].[C:36]1([P:35](=[O:50])([C:32]2[CH:31]=[CH:30][CH:29]=[CH:34][CH:33]=2)[C:42]2[CH:47]=[CH:46][CH:45]=[CH:44][CH:43]=2)[CH:41]=[CH:40][CH:39]=[CH:38][CH:37]=1, predict the reactants needed to synthesize it. The reactants are: [C:1]([O:5][C:6](=[O:17])[NH:7][C@H:8]([C:11]1[CH:16]=[CH:15][CH:14]=[CH:13][CH:12]=1)[CH2:9]O)([CH3:4])([CH3:3])[CH3:2].[C:18]1(=[O:28])[NH:22][C:21](=[O:23])[C:20]2=[CH:24][CH:25]=[CH:26][CH:27]=[C:19]12.[CH:29]1[CH:34]=[CH:33][C:32]([P:35]([C:42]2[CH:47]=[CH:46][CH:45]=[CH:44][CH:43]=2)[C:36]2[CH:41]=[CH:40][CH:39]=[CH:38][CH:37]=2)=[CH:31][CH:30]=1.CC[O:50]C(/N=N/C(OCC)=O)=O. (2) Given the product [NH2:1][C:4]1[C:5]([CH2:14][OH:15])=[C:6]2[C:11](=[CH:12][CH:13]=1)[N:10]=[CH:9][CH:8]=[CH:7]2, predict the reactants needed to synthesize it. The reactants are: [N+:1]([C:4]1[C:5]([CH2:14][OH:15])=[C:6]2[C:11](=[CH:12][CH:13]=1)[N:10]=[CH:9][CH:8]=[CH:7]2)([O-])=O.O. (3) Given the product [CH3:30][S:31]([OH:34])(=[O:33])=[O:32].[Br:20][C:17]1[N:18]=[CH:19][C:14]([N:11]2[CH2:12][CH2:13][NH:8][CH2:9][CH2:10]2)=[N:15][C:16]=1[O:21][CH2:22][C:23]1[CH:28]=[CH:27][CH:26]=[C:25]([Cl:29])[CH:24]=1, predict the reactants needed to synthesize it. The reactants are: C(OC([N:8]1[CH2:13][CH2:12][N:11]([C:14]2[CH:19]=[N:18][C:17]([Br:20])=[C:16]([O:21][CH2:22][C:23]3[CH:28]=[CH:27][CH:26]=[C:25]([Cl:29])[CH:24]=3)[N:15]=2)[CH2:10][CH2:9]1)=O)(C)(C)C.[CH3:30][S:31]([OH:34])(=[O:33])=[O:32].CCOCC. (4) Given the product [C:36]([N:33]1[CH2:32][CH2:31][CH:30]([O:29][CH2:28][CH2:27][N:24]2[C:16]3[N:17]=[C:18]([NH:21][CH2:22][CH3:23])[N:19]=[CH:20][C:15]=3[CH:14]=[C:13]([C:3]3[C:2]([Cl:1])=[C:7]([O:8][CH3:9])[CH:6]=[C:5]([O:10][CH3:11])[C:4]=3[Cl:12])[C:25]2=[O:26])[CH2:35][CH2:34]1)(=[O:39])[CH:37]=[CH2:38], predict the reactants needed to synthesize it. The reactants are: [Cl:1][C:2]1[C:7]([O:8][CH3:9])=[CH:6][C:5]([O:10][CH3:11])=[C:4]([Cl:12])[C:3]=1[C:13]1[C:25](=[O:26])[N:24]([CH2:27][CH2:28][O:29][CH:30]2[CH2:35][CH2:34][NH:33][CH2:32][CH2:31]2)[C:16]2[N:17]=[C:18]([NH:21][CH2:22][CH3:23])[N:19]=[CH:20][C:15]=2[CH:14]=1.[C:36](Cl)(=[O:39])[CH:37]=[CH2:38].